Dataset: Peptide-MHC class II binding affinity with 134,281 pairs from IEDB. Task: Regression. Given a peptide amino acid sequence and an MHC pseudo amino acid sequence, predict their binding affinity value. This is MHC class II binding data. (1) The peptide sequence is AERTVTVRRVGPGGRAV. The MHC is DRB1_1302 with pseudo-sequence DRB1_1302. The binding affinity (normalized) is 0. (2) The MHC is HLA-DQA10301-DQB10302 with pseudo-sequence HLA-DQA10301-DQB10302. The binding affinity (normalized) is 0.153. The peptide sequence is AIQFIDRRTQVRYSLDMLVT. (3) The peptide sequence is VWGQKYFKGNFERLA. The MHC is DRB3_0101 with pseudo-sequence DRB3_0101. The binding affinity (normalized) is 0.422. (4) The peptide sequence is SGRLKFLDVCVALDM. The MHC is DRB1_0901 with pseudo-sequence DRB1_0901. The binding affinity (normalized) is 0.546.